This data is from Catalyst prediction with 721,799 reactions and 888 catalyst types from USPTO. The task is: Predict which catalyst facilitates the given reaction. (1) Reactant: C(OC([N:8]1[CH2:13][CH2:12][C:11]2[C:14]3[CH:20]=[CH:19][C:18]([S:21]([C:24]4[CH:29]=[CH:28][CH:27]=[C:26]([O:30]CC5C=CC=CC=5)[CH:25]=4)(=[O:23])=[O:22])=[CH:17][C:15]=3[O:16][C:10]=2[CH2:9]1)=O)(C)(C)C. Product: [CH2:9]1[C:10]2[O:16][C:15]3[CH:17]=[C:18]([S:21]([C:24]4[CH:25]=[C:26]([OH:30])[CH:27]=[CH:28][CH:29]=4)(=[O:22])=[O:23])[CH:19]=[CH:20][C:14]=3[C:11]=2[CH2:12][CH2:13][NH:8]1. The catalyst class is: 515. (2) Reactant: O[CH2:2][C:3]1[CH:8]=[CH:7][CH:6]=[C:5]([C:9]([OH:12])([CH3:11])[CH3:10])[N:4]=1.C(Br)(Br)(Br)[Br:14].C1(P(C2C=CC=CC=2)C2C=CC=CC=2)C=CC=CC=1.C(=O)(O)[O-].[Na+]. Product: [Br:14][CH2:2][C:3]1[CH:8]=[CH:7][CH:6]=[C:5]([C:9]([OH:12])([CH3:11])[CH3:10])[N:4]=1. The catalyst class is: 4. (3) Reactant: [F:1][C:2]([F:30])([F:29])[O:3][C:4]1[CH:9]=[CH:8][C:7]([N:10]2[CH:14]=[N:13][C:12]([C:15]3[CH:20]=[CH:19][C:18](/[C:21](/[CH3:28])=[CH:22]/[C:23]([O:25]CC)=[O:24])=[CH:17][CH:16]=3)=[N:11]2)=[CH:6][CH:5]=1.[OH-].[Na+].Cl. Product: [F:30][C:2]([F:1])([F:29])[O:3][C:4]1[CH:9]=[CH:8][C:7]([N:10]2[CH:14]=[N:13][C:12]([C:15]3[CH:20]=[CH:19][C:18](/[C:21](/[CH3:28])=[CH:22]/[C:23]([OH:25])=[O:24])=[CH:17][CH:16]=3)=[N:11]2)=[CH:6][CH:5]=1. The catalyst class is: 5. (4) Reactant: F[C:2]1[CH:3]=[C:4]2[C:9](=[CH:10][CH:11]=1)[C:8](=[O:12])[NH:7][CH:6]=[CH:5]2.[CH3:13][NH:14][CH3:15]. The catalyst class is: 8. Product: [CH3:13][N:14]([CH3:15])[C:2]1[CH:3]=[C:4]2[C:9](=[CH:10][CH:11]=1)[C:8](=[O:12])[NH:7][CH:6]=[CH:5]2. (5) Reactant: [OH:1][CH2:2][CH2:3][CH2:4][CH2:5][N:6]1[CH:13]=[CH:12][C:10](=[O:11])[NH:9][C:7]1=[O:8].[C:14]1([Si:20](Cl)([C:27]2[CH:32]=[CH:31][CH:30]=[CH:29][CH:28]=2)[C:21]2[CH:26]=[CH:25][CH:24]=[CH:23][CH:22]=2)[CH:19]=[CH:18][CH:17]=[CH:16][CH:15]=1.CO. Product: [C:27]1([Si:20]([C:14]2[CH:15]=[CH:16][CH:17]=[CH:18][CH:19]=2)([C:21]2[CH:26]=[CH:25][CH:24]=[CH:23][CH:22]=2)[O:1][CH2:2][CH2:3][CH2:4][CH2:5][N:6]2[CH:13]=[CH:12][C:10](=[O:11])[NH:9][C:7]2=[O:8])[CH:28]=[CH:29][CH:30]=[CH:31][CH:32]=1. The catalyst class is: 17. (6) Reactant: [CH2:1]([O:3][C:4]([C:6]1[C:7](N)=[N:8][N:9]([C:11]2[CH:16]=[CH:15][CH:14]=[CH:13][CH:12]=2)[CH:10]=1)=[O:5])[CH3:2].N(OCCC(C)C)=O. Product: [CH2:1]([O:3][C:4]([C:6]1[CH:7]=[N:8][N:9]([C:11]2[CH:16]=[CH:15][CH:14]=[CH:13][CH:12]=2)[CH:10]=1)=[O:5])[CH3:2]. The catalyst class is: 7. (7) Reactant: [CH3:1][C:2]1[C:3]([CH2:21]O)=[N:4][CH:5]=[CH:6][C:7]=1[O:8][CH2:9][C:10]1([CH3:20])[O:19][CH2:18][C:13]2([O:17][CH2:16][CH2:15][O:14]2)[CH2:12][O:11]1.C(N(CC)CC)C.CS(Cl)(=O)=O.C(=O)([O-])O.[Na+].[SH:40][C:41]1[NH:42][C:43]2[CH:49]=[CH:48][CH:47]=[CH:46][C:44]=2[N:45]=1.[OH-].[Na+]. Product: [CH3:1][C:2]1[C:3]([CH2:21][S:40][C:41]2[NH:45][C:44]3[CH:46]=[CH:47][CH:48]=[CH:49][C:43]=3[N:42]=2)=[N:4][CH:5]=[CH:6][C:7]=1[O:8][CH2:9][C:10]1([CH3:20])[O:19][CH2:18][C:13]2([O:17][CH2:16][CH2:15][O:14]2)[CH2:12][O:11]1. The catalyst class is: 476.